Dataset: Reaction yield outcomes from USPTO patents with 853,638 reactions. Task: Predict the reaction yield, written as a fraction of the theoretical maximum amount of product (1.0 means a 100% yield; for example, 0.34 means a 34% yield). (1) The reactants are [C:1]([C:5]1[CH:10]=[CH:9][N:8]=[C:7]([NH2:11])[CH:6]=1)([CH3:4])([CH3:3])[CH3:2].C1N=CN([C:17]([N:19]2C=N[CH:21]=[CH:20]2)=[O:18])C=1.[Cl:24][C:25]1[CH:38]=[CH:37][C:28]([O:29][C:30]2[CH:36]=CC(N)=[CH:32][CH:31]=2)=[CH:27][CH:26]=1.C(O)(=O)CC(CC(O)=O)(C(O)=O)O. The catalyst is C(Cl)Cl. The product is [C:1]([C:5]1[CH:10]=[CH:9][N:8]=[C:7]([NH:11][C:17]([NH:19][C:20]2[CH:21]=[CH:36][C:30]([O:29][C:28]3[CH:27]=[CH:26][C:25]([Cl:24])=[CH:38][CH:37]=3)=[CH:31][CH:32]=2)=[O:18])[CH:6]=1)([CH3:4])([CH3:2])[CH3:3]. The yield is 0.0900. (2) The reactants are CC(OC(/N=N/C(OC(C)C)=O)=O)C.[CH2:15]([O:22][C:23](=[O:36])[NH:24][CH2:25][CH2:26][CH2:27][CH2:28][C:29]1[CH:34]=[CH:33][C:32]([OH:35])=[CH:31][CH:30]=1)[C:16]1[CH:21]=[CH:20][CH:19]=[CH:18][CH:17]=1.[C:37]([O:41][C:42](=[O:47])[NH:43][CH2:44][CH2:45]O)([CH3:40])([CH3:39])[CH3:38]. The catalyst is C1COCC1. The product is [CH2:15]([O:22][C:23](=[O:36])[NH:24][CH2:25][CH2:26][CH2:27][CH2:28][C:29]1[CH:34]=[CH:33][C:32]([O:35][CH2:45][CH2:44][NH:43][C:42]([O:41][C:37]([CH3:40])([CH3:39])[CH3:38])=[O:47])=[CH:31][CH:30]=1)[C:16]1[CH:21]=[CH:20][CH:19]=[CH:18][CH:17]=1. The yield is 0.730. (3) The reactants are [Br:1][C:2]1[CH:3]=[C:4]([CH2:8][CH2:9][OH:10])[CH:5]=[CH:6][CH:7]=1.Br[CH2:12][C:13]([O:15][C:16]([CH3:19])([CH3:18])[CH3:17])=[O:14].[OH-].[Na+]. The catalyst is S([O-])(O)(=O)=O.C([N+](CCCC)(CCCC)CCCC)CCC.C1(C)C=CC=CC=1. The product is [Br:1][C:2]1[CH:3]=[C:4]([CH:5]=[CH:6][CH:7]=1)[CH2:8][CH2:9][O:10][CH2:12][C:13]([O:15][C:16]([CH3:19])([CH3:18])[CH3:17])=[O:14]. The yield is 0.900. (4) The reactants are [CH2:1]([O:3][C:4]1[C:13]([O:14][CH3:15])=[CH:12][C:7]([C:8]([O:10][CH3:11])=[O:9])=[C:6]([N+:16]([O-])=O)[CH:5]=1)[CH3:2].[H][H]. The catalyst is CO.[Pd]. The product is [NH2:16][C:6]1[CH:5]=[C:4]([O:3][CH2:1][CH3:2])[C:13]([O:14][CH3:15])=[CH:12][C:7]=1[C:8]([O:10][CH3:11])=[O:9]. The yield is 0.920. (5) The catalyst is CN(C=O)C. The yield is 0.960. The reactants are [CH3:1][S-:2].[Na+].[O:4]=[S:5]1(=[O:35])[C:11]2[CH:12]=[C:13]([O:17][CH3:18])[C:14](Br)=[CH:15][C:10]=2[N:9]([C:19]2[CH:24]=[CH:23][C:22]([Cl:25])=[CH:21][CH:20]=2)[C:8](=[O:26])[C:7]([CH2:31][CH2:32][CH2:33][CH3:34])([CH2:27][CH2:28][CH2:29][CH3:30])[CH2:6]1. The product is [O:4]=[S:5]1(=[O:35])[C:11]2[CH:12]=[C:13]([O:17][CH3:18])[C:14]([S:2][CH3:1])=[CH:15][C:10]=2[N:9]([C:19]2[CH:24]=[CH:23][C:22]([Cl:25])=[CH:21][CH:20]=2)[C:8](=[O:26])[C:7]([CH2:31][CH2:32][CH2:33][CH3:34])([CH2:27][CH2:28][CH2:29][CH3:30])[CH2:6]1. (6) The reactants are [CH3:1][S:2]([NH:5][C:6]1[CH:11]=[CH:10][C:9](B(O)O)=[CH:8][CH:7]=1)(=[O:4])=[O:3].I[C:16]1[C:24]2[C:19](=[N:20][CH:21]=[N:22][C:23]=2[NH2:25])[N:18]([CH:26]([CH3:28])[CH3:27])[N:17]=1.C([O-])([O-])=O.[Na+].[Na+]. The catalyst is CCO.COCCOC.C1C=CC([P]([Pd]([P](C2C=CC=CC=2)(C2C=CC=CC=2)C2C=CC=CC=2)([P](C2C=CC=CC=2)(C2C=CC=CC=2)C2C=CC=CC=2)[P](C2C=CC=CC=2)(C2C=CC=CC=2)C2C=CC=CC=2)(C2C=CC=CC=2)C2C=CC=CC=2)=CC=1. The product is [NH2:25][C:23]1[N:22]=[CH:21][N:20]=[C:19]2[N:18]([CH:26]([CH3:28])[CH3:27])[N:17]=[C:16]([C:9]3[CH:10]=[CH:11][C:6]([NH:5][S:2]([CH3:1])(=[O:4])=[O:3])=[CH:7][CH:8]=3)[C:24]=12. The yield is 0.0300. (7) The reactants are [CH3:1][C:2]1([CH3:15])[C:11]2[C:6](=[CH:7][C:8]([CH3:12])=[CH:9][CH:10]=2)[C:5]([CH3:14])([CH3:13])[CH2:4][CH2:3]1.Cl[CH2:17][C:18]1[O:22][C:21]([C:23]([O:25][CH3:26])=[O:24])=[CH:20][CH:19]=1.[Cl-].[Cl-].[Cl-].[Al+3]. The catalyst is C(Cl)Cl. The product is [CH3:12][C:8]1[C:9]([CH2:17][C:18]2[O:22][C:21]([C:23]([O:25][CH3:26])=[O:24])=[CH:20][CH:19]=2)=[CH:10][C:11]2[C:2]([CH3:15])([CH3:1])[CH2:3][CH2:4][C:5]([CH3:14])([CH3:13])[C:6]=2[CH:7]=1. The yield is 0.460.